Task: Predict which catalyst facilitates the given reaction.. Dataset: Catalyst prediction with 721,799 reactions and 888 catalyst types from USPTO Reactant: [H-].[Na+].[CH:3]1([S:6]([NH2:9])(=[O:8])=[O:7])[CH2:5][CH2:4]1.[CH3:10][CH:11]1[O:16][CH:15]([CH3:17])[CH2:14][N:13]([C:18]2[CH:19]=[C:20]([CH:24]3[C:33]([CH3:35])([CH3:34])[CH2:32][C:31]4[C:26](=[CH:27][CH:28]=[C:29]([C:36](O)=[O:37])[CH:30]=4)[NH:25]3)[CH:21]=[CH:22][CH:23]=2)[CH2:12]1.C(N1C=CN=C1)(N1C=CN=C1)=O. Product: [CH3:10][CH:11]1[O:16][CH:15]([CH3:17])[CH2:14][N:13]([C:18]2[CH:19]=[C:20]([CH:24]3[C:33]([CH3:35])([CH3:34])[CH2:32][C:31]4[C:26](=[CH:27][CH:28]=[C:29]([C:36]([NH:9][S:6]([CH:3]5[CH2:5][CH2:4]5)(=[O:8])=[O:7])=[O:37])[CH:30]=4)[NH:25]3)[CH:21]=[CH:22][CH:23]=2)[CH2:12]1. The catalyst class is: 9.